From a dataset of Full USPTO retrosynthesis dataset with 1.9M reactions from patents (1976-2016). Predict the reactants needed to synthesize the given product. Given the product [CH3:23][O:22][C:16]1[N:15]=[C:14]([O:13][CH:11]2[CH2:12][CH:8]([C:6]([OH:7])=[O:5])[CH:9]([C:24](=[O:36])[NH:25][C:26]3([C:31]([O:33][CH2:34][CH3:35])=[O:32])[CH2:28][CH:27]3[CH:29]=[CH2:30])[CH2:10]2)[CH:19]=[C:18]([O:20][CH3:21])[N:17]=1, predict the reactants needed to synthesize it. The reactants are: C([O:5][C:6]([CH:8]1[CH2:12][CH:11]([O:13][C:14]2[CH:19]=[C:18]([O:20][CH3:21])[N:17]=[C:16]([O:22][CH3:23])[N:15]=2)[CH2:10][CH:9]1[C:24](=[O:36])[NH:25][C:26]1([C:31]([O:33][CH2:34][CH3:35])=[O:32])[CH2:28][CH:27]1[CH:29]=[CH2:30])=[O:7])(C)(C)C.C([SiH](CC)CC)C.C(O)(C(F)(F)F)=O.